Task: Binary Classification. Given a miRNA mature sequence and a target amino acid sequence, predict their likelihood of interaction.. Dataset: Experimentally validated miRNA-target interactions with 360,000+ pairs, plus equal number of negative samples (1) The miRNA is mmu-miR-1892 with sequence AUUUGGGGACGGGAGGGAGGAU. The protein sequence of the target gene is MRRQWGSAMRAAEQAGCMVSASRAGQPEAGPWSCSGVILSRSPGLVLCHGGIFVPFLRAGSEVLTAAGAVFLPGDSCRDDLRLHVQWAPTAAGPGGGAERGRPGLCTPQCASLEPGPPAPSRGRPLQPRLPAELLLLLSCPAFWAHFARLFGDEAAEQWRFSSAARDDEVSEDEEADQLRALGWFALLGVRLGQEEVEEERGPAMAVSPLGAVPKGAPLLVCGSPFGAFCPDIFLNTLSCGVLSNVAGPLLLTDARCLPGTEGGGVFTARPAGALVALVVAPLCWKAGEWVGFTLLCAAA.... Result: 0 (no interaction). (2) The miRNA is cel-miR-356a with sequence UUGAGCAACGCGAACAAAUCA. The protein sequence of the target gene is MTTATRQEVLGLYRSIFRLARKWQATSGQMEDTIKEKQYILNEARTLFRKNKNLTDTDLIKQCIDECTARIEIGLHYKIPYPRPIHLPPMGLTPLRGRGLRSQEKLRKLSKPVYLRSHDEVS. Result: 0 (no interaction). (3) The miRNA is hsa-miR-146a-3p with sequence CCUCUGAAAUUCAGUUCUUCAG. The protein sequence of the target gene is MATKKAGSRLETEIERCRSECQWERIPELVKQLSAKLIANDDMAELLLGESKLEQYLKEHPLRQGASPRGPKPQLTEVRKHLTAALDRGNLKSEFLQESNLIMAKLNYVEGDYKEALNIYARVGLDDLPLTAVPPYRLRVIAEAYATKGLCLEKLPISSSTSNLHVDREQDVITCYEKAGDIALLYLQEIERVILSNIQNRSPKPGPAPHDQELGFFLETGLQRAHVLYFKNGNLTRGVGRFRELLRAVETRTTQNLRMTIARQLAEILLRGMCEQSYWNPLEDPPCQSPLDDPLRKGAN.... Result: 0 (no interaction). (4) The miRNA is hsa-miR-4650-3p with sequence AGGUAGAAUGAGGCCUGACAU. The protein sequence of the target gene is MEVTGVSAPTVTVFISSSLNTFRSEKRYSRSLTIAEFKCKLELLVGSPASCMELELYGVDDKFYSKLDQEDALLGSYPVDDGCRIHVIDHSGARLGEYEDVSRVEKYTISQEAYDQRQDTVRSFLKRSKLGRYNEEERAQQEAEAAQRLAEEKAQASSIPVGSRCEVRAAGQSPRRGTVMYVGLTDFKPGYWIGVRYDEPLGKNDGSVNGKRYFECQAKYGAFVKPAVVTVGDFPEEDYGLDEI. Result: 0 (no interaction). (5) The miRNA is hsa-miR-5197-3p with sequence AAGAAGAGACUGAGUCAUCGAAU. The protein sequence of the target gene is MPRGDSEQVRYCARFSYLWLKFSLIIYSTVFWLIGALVLSVGIYAEVERQKYKTLESAFLAPAIILILLGVVMFMVSFIGVLASLRDNLYLLQAFMYILGICLIMELIGGVVALTFRNQTIDFLNDNIRRGIENYYDDLDFKNIMDFVQKKFKCCGGEDYRDWSKNQYHDCSAPGPLACGVPYTCCIRNTTEVVNTMCGYKTIDKERFSVQDVIYVRGCTNAVIIWFMDNYTIMAGILLGILLPQFLGVLLTLLYITRVEDIIMEHSVTDGLLGPGAKPSVEAAGTGCCLCYPN. Result: 1 (interaction). (6) The miRNA is mmu-miR-1907 with sequence GAGCAGCAGAGGAUCUGGAGGU. The protein sequence of the target gene is MNLAEICENAKKGREYALLGNYDSSMVYYQGVIQQIQRHCQSLRDPATKAKWQQVRQELLEEYEQVKSIVSTLESFKMDKPPDFPVSCRDEPFRDPAVWPPPVPAEHRAPPQIRRPNREVRPLRKDVGAGARGLVGRAHQISKSDKPASRDKDYRARGRDDKARKNVQDGASDSEIPKFDGAGYDKDLVEALERDIVSRNPSIHWDDIADLEEAKKLLREAVVLPMWMPDFFKGIRRPWKGVLMVGPPGTGKTMLAKAVATECGTTFFNVSSSTLTSKYRGESEKLVRLLFEMARFYAPT.... Result: 0 (no interaction).